From a dataset of Catalyst prediction with 721,799 reactions and 888 catalyst types from USPTO. Predict which catalyst facilitates the given reaction. (1) Reactant: [CH3:1][C:2](O)([CH2:4][CH2:5][NH:6][C:7]1[CH:12]=[CH:11][CH:10]=[CH:9][C:8]=1[N+:13]([O-:15])=[O:14])[CH3:3].C[Si]([C:21]#[N:22])(C)C.S(=O)(=O)(O)[OH:24].C(=O)([O-])[O-].[K+].[K+]. Product: [CH3:1][C:2]([NH:22][CH:21]=[O:24])([CH3:3])[CH2:4][CH2:5][NH:6][C:7]1[CH:12]=[CH:11][CH:10]=[CH:9][C:8]=1[N+:13]([O-:15])=[O:14]. The catalyst class is: 6. (2) Reactant: [C:1]([O:5][C:6](=[O:15])[NH:7][C:8]1[CH:13]=[CH:12][N:11]=[CH:10][C:9]=1[Cl:14])([CH3:4])([CH3:3])[CH3:2].[C:16](=[O:18])=[O:17].CC(C)=O.C([Li])CCC.C(=O)=O.[OH-].[Na+]. The catalyst class is: 280. Product: [C:1]([O:5][C:6]([NH:7][C:8]1[C:13]([C:16]([OH:18])=[O:17])=[CH:12][N:11]=[CH:10][C:9]=1[Cl:14])=[O:15])([CH3:4])([CH3:2])[CH3:3]. (3) Reactant: [F:1][C:2]1[CH:7]=[CH:6][C:5]([S:8]([N:11]2[C:20]3[C:15](=[CH:16][C:17]([CH3:24])=[C:18]([N+:21]([O-])=O)[CH:19]=3)[CH2:14][CH2:13][CH2:12]2)(=[O:10])=[O:9])=[CH:4][CH:3]=1. Product: [F:1][C:2]1[CH:7]=[CH:6][C:5]([S:8]([N:11]2[C:20]3[C:15](=[CH:16][C:17]([CH3:24])=[C:18]([NH2:21])[CH:19]=3)[CH2:14][CH2:13][CH2:12]2)(=[O:9])=[O:10])=[CH:4][CH:3]=1. The catalyst class is: 256. (4) Reactant: [C:1]([N:5]1[C:9](=[O:10])[C:8](Cl)=[C:7]([C:12]2[CH:17]=[CH:16][CH:15]=[CH:14][CH:13]=2)[S:6]1(=[O:19])=[O:18])([CH3:4])([CH3:3])[CH3:2].C(C(C(C(O)=O)O)O)(O)=O.[CH3:30][C:31]1[CH:35]=[C:34]([CH3:36])[N:33]([CH2:37][CH2:38][CH2:39][NH2:40])[N:32]=1.C(N(CC)CC)C. Product: [C:1]([N:5]1[C:9](=[O:10])[C:8]([NH:40][CH2:39][CH2:38][CH2:37][N:33]2[C:34]([CH3:36])=[CH:35][C:31]([CH3:30])=[N:32]2)=[C:7]([C:12]2[CH:17]=[CH:16][CH:15]=[CH:14][CH:13]=2)[S:6]1(=[O:19])=[O:18])([CH3:4])([CH3:3])[CH3:2]. The catalyst class is: 23. (5) Reactant: Cl.[NH2:2][CH2:3][CH2:4][N:5]1[C:13](=[O:14])[C:12]2[C:7](=[CH:8][CH:9]=[CH:10][CH:11]=2)[C:6]1=[O:15].[CH3:16][N:17]1[C:21]2[CH:22]=[CH:23][C:24]([CH:26]=O)=[CH:25][C:20]=2[N:19]([CH3:28])[C:18]1=[O:29].C(=O)([O-])[O-]. Product: [CH3:16][N:17]1[C:21]2[CH:22]=[CH:23][C:24]([CH:26]=[N:2][CH2:3][CH2:4][N:5]3[C:6](=[O:15])[C:7]4[C:12](=[CH:11][CH:10]=[CH:9][CH:8]=4)[C:13]3=[O:14])=[CH:25][C:20]=2[N:19]([CH3:28])[C:18]1=[O:29]. The catalyst class is: 4. (6) Reactant: [Cl:1][C:2]1[S:6][C:5]([C:7](=[O:16])[CH2:8][C:9]2[CH:14]=[CH:13][N:12]=[C:11]([Cl:15])[CH:10]=2)=[CH:4][CH:3]=1.CO[CH:19](OC)[N:20]([CH3:22])[CH3:21]. Product: [Cl:1][C:2]1[S:6][C:5]([C:7](=[O:16])[C:8]([C:9]2[CH:14]=[CH:13][N:12]=[C:11]([Cl:15])[CH:10]=2)=[CH:19][N:20]([CH3:22])[CH3:21])=[CH:4][CH:3]=1. The catalyst class is: 9.